From a dataset of TCR-epitope binding with 47,182 pairs between 192 epitopes and 23,139 TCRs. Binary Classification. Given a T-cell receptor sequence (or CDR3 region) and an epitope sequence, predict whether binding occurs between them. (1) The epitope is RLQSLQTYV. The TCR CDR3 sequence is CASSLVGGAAYEQYF. Result: 0 (the TCR does not bind to the epitope). (2) The epitope is KLPDDFTGCV. The TCR CDR3 sequence is CASSQGNSAAWGEPQHF. Result: 1 (the TCR binds to the epitope).